Dataset: Catalyst prediction with 721,799 reactions and 888 catalyst types from USPTO. Task: Predict which catalyst facilitates the given reaction. (1) Reactant: [N+:1](/[CH:4]=[CH:5]/[C:6]1[CH:11]=[CH:10][CH:9]=[CH:8][CH:7]=1)([O-:3])=[O:2].[CH:12](=[O:16])[CH:13]([CH3:15])[CH3:14].CC(O)C.CCCCCC. Product: [CH3:14][C:13]([CH3:15])([C@H:5]([C:6]1[CH:11]=[CH:10][CH:9]=[CH:8][CH:7]=1)[CH2:4][N+:1]([O-:3])=[O:2])[CH:12]=[O:16]. The catalyst class is: 22. (2) Reactant: [NH:1]([C:28]([O:30][CH2:31][CH:32]1[C:44]2[C:39](=[CH:40][CH:41]=[CH:42][CH:43]=2)[C:38]2[C:33]1=[CH:34][CH:35]=[CH:36][CH:37]=2)=[O:29])[CH2:2][CH2:3][C:4]([NH:6][C@H:7]([C:12]([NH:14][C@H:15]([C:17]([NH:19][C@H:20]([C:25]([OH:27])=[O:26])[CH2:21][CH:22]([CH3:24])[CH3:23])=[O:18])[CH3:16])=[O:13])[C@H:8]([CH2:10][CH3:11])[CH3:9])=[O:5].CN(C=O)C.[CH2:50](Br)[C:51]1[CH:56]=[CH:55][CH:54]=[CH:53][CH:52]=1.C(=O)([O-])[O-].[Cs+].[Cs+]. Product: [NH:1]([C:28]([O:30][CH2:31][CH:32]1[C:33]2[C:38](=[CH:37][CH:36]=[CH:35][CH:34]=2)[C:39]2[C:44]1=[CH:43][CH:42]=[CH:41][CH:40]=2)=[O:29])[CH2:2][CH2:3][C:4]([NH:6][C@H:7]([C:12]([NH:14][C@H:15]([C:17]([NH:19][C@H:20]([C:25]([O:27][CH2:50][C:51]1[CH:56]=[CH:55][CH:54]=[CH:53][CH:52]=1)=[O:26])[CH2:21][CH:22]([CH3:23])[CH3:24])=[O:18])[CH3:16])=[O:13])[C@H:8]([CH2:10][CH3:11])[CH3:9])=[O:5]. The catalyst class is: 6.